The task is: Predict the reactants needed to synthesize the given product.. This data is from Full USPTO retrosynthesis dataset with 1.9M reactions from patents (1976-2016). (1) Given the product [CH3:9][S:10]([O-:13])(=[O:12])=[O:11].[CH2:1]([N+:3]1[CH:7]=[CH:6][N:5]([CH3:8])[CH:4]=1)[CH3:2], predict the reactants needed to synthesize it. The reactants are: [CH2:1]([N:3]1[CH:7]=[CH:6][N:5]=[CH:4]1)[CH3:2].[CH3:8][CH2:9][S:10]([OH:13])(=[O:12])=[O:11]. (2) Given the product [OH:44][C@H:6]1[CH2:7][CH2:3][N:4]([CH2:8][C:9]2[S:13][CH:12]=[C:11]([C:14]3[CH:15]=[C:16]4[C:20](=[C:21]([C:23]([NH2:25])=[O:24])[CH:22]=3)[NH:19][CH:18]=[C:17]4[CH:26]3[CH2:27][CH2:28][N:29]([S:32]([CH:35]([CH3:37])[CH3:36])(=[O:34])=[O:33])[CH2:30][CH2:31]3)[CH:10]=2)[CH2:5]1, predict the reactants needed to synthesize it. The reactants are: OC[C@H:3]1[CH2:7][CH2:6][CH2:5][N:4]1[CH2:8][C:9]1[S:13][CH:12]=[C:11]([C:14]2[CH:15]=[C:16]3[C:20](=[C:21]([C:23]([NH2:25])=[O:24])[CH:22]=2)[NH:19][CH:18]=[C:17]3[CH:26]2[CH2:31][CH2:30][N:29]([S:32]([CH:35]([CH3:37])[CH3:36])(=[O:34])=[O:33])[CH2:28][CH2:27]2)[CH:10]=1.N1CCC[C@@H]1C[OH:44]. (3) Given the product [Cl:1][C:2]1[C:3]([O:12][C:13]2[CH:18]=[C:17]([O:19][CH2:20][CH2:21][O:22][CH3:23])[CH:16]=[CH:15][C:14]=2/[CH:24]=[C:25](\[CH3:29])/[C:26]([NH:49][S:46]([CH2:41][CH2:42][CH2:43][CH2:44][CH3:45])(=[O:48])=[O:47])=[O:27])=[N:4][CH:5]=[C:6]([C:8]([F:10])([F:11])[F:9])[CH:7]=1, predict the reactants needed to synthesize it. The reactants are: [Cl:1][C:2]1[C:3]([O:12][C:13]2[CH:18]=[C:17]([O:19][CH2:20][CH2:21][O:22][CH3:23])[CH:16]=[CH:15][C:14]=2/[CH:24]=[C:25](\[CH3:29])/[C:26](O)=[O:27])=[N:4][CH:5]=[C:6]([C:8]([F:11])([F:10])[F:9])[CH:7]=1.C(N=C=NCCCN(C)C)C.[CH2:41]([S:46]([NH2:49])(=[O:48])=[O:47])[CH2:42][CH2:43][CH2:44][CH3:45].Cl. (4) Given the product [O:1]1[C:5]2[CH:6]=[CH:7][CH:8]=[CH:9][C:4]=2[CH:3]=[C:2]1[C:10]1[N:14]2[N:15]=[C:16]([N:20]3[CH2:24][CH2:23][C@H:22]([OH:25])[CH2:21]3)[CH:17]=[CH:18][C:13]2=[N:12][CH:11]=1, predict the reactants needed to synthesize it. The reactants are: [O:1]1[C:5]2[CH:6]=[CH:7][CH:8]=[CH:9][C:4]=2[CH:3]=[C:2]1[C:10]1[N:14]2[N:15]=[C:16](Cl)[CH:17]=[CH:18][C:13]2=[N:12][CH:11]=1.[NH:20]1[CH2:24][CH2:23][C@H:22]([OH:25])[CH2:21]1.C(=O)([O-])O.[Na+]. (5) Given the product [CH2:1]([O:3][C:4](=[O:28])[CH2:5][C:6]1[CH:11]=[CH:10][C:9]([O:12][CH3:13])=[C:8]([O:14][C:15]2[CH:20]=[CH:19][C:18]([N+:21]([O-:23])=[O:22])=[CH:17][C:16]=2[CH2:24][N:25]([C:29](=[O:31])[CH3:30])[CH2:26][CH3:27])[CH:7]=1)[CH3:2], predict the reactants needed to synthesize it. The reactants are: [CH2:1]([O:3][C:4](=[O:28])[CH2:5][C:6]1[CH:11]=[CH:10][C:9]([O:12][CH3:13])=[C:8]([O:14][C:15]2[CH:20]=[CH:19][C:18]([N+:21]([O-:23])=[O:22])=[CH:17][C:16]=2[CH2:24][NH:25][CH2:26][CH3:27])[CH:7]=1)[CH3:2].[C:29](Cl)(=[O:31])[CH3:30]. (6) Given the product [Cl:28][C:26]1[CH:25]=[C:17]([CH:16]=[C:15]([Cl:14])[CH:27]=1)[CH2:18][N:19]1[CH:23]=[N:22][C:21]([NH:24][CH:10]2[CH2:11][CH2:12][N:7]([C:5]3[S:4][N:3]=[C:2]([CH3:1])[N:6]=3)[CH2:8][CH2:9]2)=[N:20]1, predict the reactants needed to synthesize it. The reactants are: [CH3:1][C:2]1[N:6]=[C:5]([N:7]2[CH2:12][CH2:11][C:10](=O)[CH2:9][CH2:8]2)[S:4][N:3]=1.[Cl:14][C:15]1[CH:16]=[C:17]([CH:25]=[C:26]([Cl:28])[CH:27]=1)[CH2:18][N:19]1[CH:23]=[N:22][C:21]([NH2:24])=[N:20]1. (7) Given the product [N:1]1([C:6]2[CH:12]=[CH:11][C:9]([NH:10][N:22]=[C:28]([C:27](=[O:32])[CH3:26])[C:29](=[O:31])[CH3:30])=[CH:8][CH:7]=2)[CH:5]=[N:4][CH:3]=[N:2]1, predict the reactants needed to synthesize it. The reactants are: [N:1]1([C:6]2[CH:12]=[CH:11][C:9]([NH2:10])=[CH:8][CH:7]=2)[CH:5]=[N:4][CH:3]=[N:2]1.P(=O)(O)(O)O.[N+]([O-])(O)=O.[N:22]([O-])=O.[Na+].[CH3:26][C:27](=[O:32])[CH2:28][C:29](=[O:31])[CH3:30].C([O-])(=O)C.[K+].C([O-])([O-])=O.[Na+].[Na+]. (8) Given the product [Br:22][C:23]1[CH:28]=[C:27]([Cl:29])[CH:26]=[CH:25][C:24]=1[O:30][C:2]1[N:6]([CH3:7])[C:5]2[C:8]([CH:17]([CH2:20][CH3:21])[CH2:18][CH3:19])=[CH:9][CH:10]=[C:11]([C:12]3[O:13][CH:14]=[CH:15][CH:16]=3)[C:4]=2[N:3]=1, predict the reactants needed to synthesize it. The reactants are: Cl[C:2]1[N:6]([CH3:7])[C:5]2[C:8]([CH:17]([CH2:20][CH3:21])[CH2:18][CH3:19])=[CH:9][CH:10]=[C:11]([C:12]3[O:13][CH:14]=[CH:15][CH:16]=3)[C:4]=2[N:3]=1.[Br:22][C:23]1[CH:28]=[C:27]([Cl:29])[CH:26]=[CH:25][C:24]=1[OH:30].C(=O)([O-])[O-].[K+].[K+].